This data is from Catalyst prediction with 721,799 reactions and 888 catalyst types from USPTO. The task is: Predict which catalyst facilitates the given reaction. (1) The catalyst class is: 6. Reactant: O=P12OP3(OP(OP(O3)(O1)=O)(=O)O2)=O.CS(O)(=O)=O.[Cl:20][C:21]1[CH:26]=[C:25]([CH3:27])[CH:24]=[CH:23][C:22]=1[C:28]1[C:29]([C:34]([OH:36])=O)=[CH:30][CH:31]=[CH:32][CH:33]=1. Product: [Cl:20][C:21]1[C:22]2[C:28]3[C:29](=[CH:30][CH:31]=[CH:32][CH:33]=3)[C:34](=[O:36])[C:23]=2[CH:24]=[C:25]([CH3:27])[CH:26]=1. (2) Reactant: [H-].[Na+].[C:3]1([N:9]2[CH2:14][CH2:13][NH:12][CH2:11][CH2:10]2)[CH:8]=[CH:7][CH:6]=[CH:5][CH:4]=1.I[CH3:16].O. Product: [CH3:16][N:12]1[CH2:13][CH2:14][N:9]([C:3]2[CH:8]=[CH:7][CH:6]=[CH:5][CH:4]=2)[CH2:10][CH2:11]1. The catalyst class is: 9. (3) Reactant: [C:1]([C:3]1[CH:4]=[C:5]([N:18]([C:23]2[C:42]([CH:43]3[CH2:45][CH2:44]3)=[CH:41][C:26]3[C:27]([C:37]([NH:39][CH3:40])=[O:38])=[C:28]([C:30]4[CH:35]=[CH:34][C:33]([F:36])=[CH:32][CH:31]=4)[O:29][C:25]=3[CH:24]=2)[S:19]([CH3:22])(=[O:21])=[O:20])[CH:6]=[CH:7][C:8]=1[B:9]1[O:13]C(C)(C)C(C)(C)[O:10]1)#[N:2].Cl.I([O-])(=O)(=O)=O.[Na+]. Product: [C:1]([C:3]1[CH:4]=[C:5]([N:18]([C:23]2[C:42]([CH:43]3[CH2:44][CH2:45]3)=[CH:41][C:26]3[C:27]([C:37](=[O:38])[NH:39][CH3:40])=[C:28]([C:30]4[CH:31]=[CH:32][C:33]([F:36])=[CH:34][CH:35]=4)[O:29][C:25]=3[CH:24]=2)[S:19]([CH3:22])(=[O:21])=[O:20])[CH:6]=[CH:7][C:8]=1[B:9]([OH:10])[OH:13])#[N:2]. The catalyst class is: 7. (4) Reactant: [H-].[Na+].C1OCCOCCOCCOCCOC1.[F:18][C:19]1[C:20]([CH2:31][N:32]([CH3:40])[C:33](=[O:39])[O:34][C:35]([CH3:38])([CH3:37])[CH3:36])=[CH:21][NH:22][C:23]=1[C:24]1[C:25]([F:30])=[N:26][CH:27]=[CH:28][CH:29]=1.[CH3:41][N:42]1[CH:46]=[CH:45][N:44]=[C:43]1[S:47](Cl)(=[O:49])=[O:48]. Product: [F:18][C:19]1[C:20]([CH2:31][N:32]([CH3:40])[C:33](=[O:39])[O:34][C:35]([CH3:36])([CH3:37])[CH3:38])=[CH:21][N:22]([S:47]([C:43]2[N:42]([CH3:41])[CH:46]=[CH:45][N:44]=2)(=[O:49])=[O:48])[C:23]=1[C:24]1[C:25]([F:30])=[N:26][CH:27]=[CH:28][CH:29]=1. The catalyst class is: 30. (5) The catalyst class is: 453. Product: [Cl:1][C:2]1[CH:3]=[CH:4][C:5]2[C:6]3[C:11]([CH:12]([CH3:16])[N:13]([S:39]([C:35]4[CH:36]=[CH:37][CH:38]=[C:33]([O:32][CH3:31])[CH:34]=4)(=[O:41])=[O:40])[C:14]=2[CH:15]=1)=[CH:10][CH:9]=[CH:8][CH:7]=3. Reactant: [Cl:1][C:2]1[CH:3]=[CH:4][C:5]2[C:14]([CH:15]=1)=[N:13][C:12]([CH3:16])=[C:11]1[C:6]=2[CH:7]=[CH:8][CH:9]=[CH:10]1.[BH4-].[Na+].FC(F)(F)C(O)=O.C(=O)(O)[O-].[Na+].[CH3:31][O:32][C:33]1[CH:34]=[C:35]([S:39](Cl)(=[O:41])=[O:40])[CH:36]=[CH:37][CH:38]=1.[OH-].[Na+]. (6) Reactant: C([O:4][C:5]1[C:6]([CH3:19])=[C:7]2[C:12](=[C:13]([F:16])[C:14]=1[CH3:15])[O:11][C:10]([CH3:18])([CH3:17])[CH2:9][CH2:8]2)(=O)C.C([O-])([O-])=O.[K+].[K+].O.Cl. Product: [F:16][C:13]1[C:14]([CH3:15])=[C:5]([OH:4])[C:6]([CH3:19])=[C:7]2[C:12]=1[O:11][C:10]([CH3:17])([CH3:18])[CH2:9][CH2:8]2. The catalyst class is: 5.